From a dataset of Reaction yield outcomes from USPTO patents with 853,638 reactions. Predict the reaction yield, written as a fraction of the theoretical maximum amount of product (1.0 means a 100% yield; for example, 0.34 means a 34% yield). (1) The reactants are [CH2:1]([OH:19])[CH2:2][CH2:3][CH2:4][CH2:5][CH2:6][CH2:7][CH2:8]/[CH:9]=[CH:10]\[CH2:11][CH2:12][CH2:13][CH2:14][CH2:15][CH2:16][CH2:17][CH3:18].[Cl:20][C:21](Cl)([O:23]C(=O)OC(Cl)(Cl)Cl)Cl.N1C=CC=CC=1. The catalyst is ClCCl. The product is [Cl:20][C:21]([O:19][CH2:1][CH2:2][CH2:3][CH2:4][CH2:5][CH2:6][CH2:7][CH2:8]/[CH:9]=[CH:10]\[CH2:11][CH2:12][CH2:13][CH2:14][CH2:15][CH2:16][CH2:17][CH3:18])=[O:23]. The yield is 0.843. (2) The reactants are [Cl:1][C:2]1[N:3]([C:12]2[C:17](=[O:18])[N:16]([CH3:19])[N:15]=[C:14]([CH:20]=O)[C:13]=2[O:22][CH3:23])[C:4]2[C:9]([C:10]=1[Cl:11])=[CH:8][CH:7]=[CH:6][CH:5]=2.[OH-].[NH4+:25].II. The catalyst is C1COCC1. The product is [Cl:1][C:2]1[N:3]([C:12]2[C:17](=[O:18])[N:16]([CH3:19])[N:15]=[C:14]([C:20]#[N:25])[C:13]=2[O:22][CH3:23])[C:4]2[C:9]([C:10]=1[Cl:11])=[CH:8][CH:7]=[CH:6][CH:5]=2. The yield is 0.850. (3) The reactants are [Cl:1][C:2]1[CH:11]=[C:6]([C:7]([O:9][CH3:10])=[O:8])[C:5]([NH2:12])=[CH:4][CH:3]=1.[C:13]1([CH3:23])[CH:18]=[CH:17][C:16]([S:19](Cl)(=[O:21])=[O:20])=[CH:15][CH:14]=1.O. The catalyst is N1C=CC=CC=1. The product is [Cl:1][C:2]1[CH:3]=[CH:4][C:5]([NH:12][S:19]([C:16]2[CH:17]=[CH:18][C:13]([CH3:23])=[CH:14][CH:15]=2)(=[O:21])=[O:20])=[C:6]([C:7]([O:9][CH3:10])=[O:8])[CH:11]=1. The yield is 0.950. (4) The reactants are [CH3:1][C:2]1[CH:11]=[CH:10][C:5]([C:6]([O:8][CH3:9])=[O:7])=[CH:4][N:3]=1.[CH3:12][C:13]1[O:17][N:16]=[C:15]([C:18]2[CH:23]=[CH:22][CH:21]=[CH:20][CH:19]=2)[C:14]=1[CH:24]=O. The catalyst is C(OC(=O)C)(=O)C.C(O)(=O)C.O. The product is [CH3:9][O:8][C:6](=[O:7])[C:5]1[CH:10]=[CH:11][C:2](/[CH:1]=[CH:24]/[C:14]2[C:15]([C:18]3[CH:23]=[CH:22][CH:21]=[CH:20][CH:19]=3)=[N:16][O:17][C:13]=2[CH3:12])=[N:3][CH:4]=1. The yield is 0.540. (5) The reactants are [CH2:1]([N:8]1[CH2:13][CH2:12][NH:11][C@@H:10]([CH2:14][CH2:15][OH:16])[CH2:9]1)[C:2]1[CH:7]=[CH:6][CH:5]=[CH:4][CH:3]=1.[C:17](O[C:17]([O:19][C:20]([CH3:23])([CH3:22])[CH3:21])=[O:18])([O:19][C:20]([CH3:23])([CH3:22])[CH3:21])=[O:18]. The catalyst is ClCCl. The product is [C:20]([O:19][C:17]([N:11]1[CH2:12][CH2:13][N:8]([CH2:1][C:2]2[CH:3]=[CH:4][CH:5]=[CH:6][CH:7]=2)[CH2:9][CH:10]1[CH2:14][CH2:15][OH:16])=[O:18])([CH3:23])([CH3:22])[CH3:21]. The yield is 0.980. (6) The reactants are [F:1][CH:2]([F:12])[C:3]1[NH:4][C:5]2[CH:11]=[CH:10][CH:9]=[CH:8][C:6]=2[N:7]=1.[H-].[Na+].Cl[C:16]1[N:21]=[C:20]([Cl:22])[CH:19]=[C:18]([Cl:23])[N:17]=1.O. The catalyst is CN(C=O)C. The product is [Cl:23][C:18]1[CH:19]=[C:20]([Cl:22])[N:21]=[C:16]([N:7]2[C:6]3[CH:8]=[CH:9][CH:10]=[CH:11][C:5]=3[N:4]=[C:3]2[CH:2]([F:1])[F:12])[N:17]=1. The yield is 0.620. (7) The reactants are CC(C[AlH]CC(C)C)C.C[O:11][C:12](=O)[C:13]1[CH:35]=[C:34]([O:36][CH3:37])[CH:33]=[C:15]([C:16]([NH:18][C:19]2[CH:24]=[CH:23][CH:22]=[CH:21][C:20]=2[NH:25][C:26]([O:28][C:29]([CH3:32])([CH3:31])[CH3:30])=[O:27])=[O:17])[CH:14]=1. The catalyst is C1COCC1. The product is [C:29]([O:28][C:26](=[O:27])[NH:25][C:20]1[CH:21]=[CH:22][CH:23]=[CH:24][C:19]=1[NH:18][C:16](=[O:17])[C:15]1[CH:33]=[C:34]([O:36][CH3:37])[CH:35]=[C:13]([CH2:12][OH:11])[CH:14]=1)([CH3:32])([CH3:30])[CH3:31]. The yield is 0.780.